Dataset: Full USPTO retrosynthesis dataset with 1.9M reactions from patents (1976-2016). Task: Predict the reactants needed to synthesize the given product. (1) Given the product [C:38](=[O:40])([S:41][CH2:42][C:43]([N:34]1[CH2:33][CH2:32][N:31]([CH2:30][C:27]2[CH:26]=[N:25][C:24]([C:22]3[S:23][C:16]4[C:17](=[N:18][CH:19]=[CH:20][C:15]=4[O:14][C:11]4[CH:12]=[CH:13][C:8]([NH:7][C:5]([NH:4][CH:1]5[CH2:3][CH2:2]5)=[O:6])=[CH:9][C:10]=4[F:37])[CH:21]=3)=[CH:29][CH:28]=2)[CH2:36][CH2:35]1)=[O:44])[CH3:39], predict the reactants needed to synthesize it. The reactants are: [CH:1]1([NH:4][C:5]([NH:7][C:8]2[CH:13]=[CH:12][C:11]([O:14][C:15]3[CH:20]=[CH:19][N:18]=[C:17]4[CH:21]=[C:22]([C:24]5[CH:29]=[CH:28][C:27]([CH2:30][N:31]6[CH2:36][CH2:35][NH:34][CH2:33][CH2:32]6)=[CH:26][N:25]=5)[S:23][C:16]=34)=[C:10]([F:37])[CH:9]=2)=[O:6])[CH2:3][CH2:2]1.[C:38]([S:41][CH2:42][C:43](O)=[O:44])(=[O:40])[CH3:39].C(N(CC)CC)C.C(Cl)CCl.Cl. (2) Given the product [ClH:1].[CH3:25][O:26][C:27]1[CH:32]=[CH:31][C:30]([C:2]2[CH:7]=[CH:6][N:5]=[C:4]3[NH:8][C:9]([C:11]4[CH:16]=[CH:15][C:14]([CH2:17][N:18]5[CH2:23][CH2:22][N:21]([CH3:24])[CH2:20][CH2:19]5)=[CH:13][CH:12]=4)=[N:10][C:3]=23)=[CH:29][CH:28]=1, predict the reactants needed to synthesize it. The reactants are: [Cl:1][C:2]1[CH:7]=[CH:6][N:5]=[C:4]2[NH:8][C:9]([C:11]3[CH:16]=[CH:15][C:14]([CH2:17][N:18]4[CH2:23][CH2:22][N:21]([CH3:24])[CH2:20][CH2:19]4)=[CH:13][CH:12]=3)=[N:10][C:3]=12.[CH3:25][O:26][C:27]1[CH:32]=[CH:31][C:30](B(O)O)=[CH:29][CH:28]=1.C(=O)([O-])[O-].[Na+].[Na+]. (3) Given the product [C:23]([NH:22][CH2:21][C@@H:19]1[O:18][C:17](=[O:26])[N:16]([C:13]2[CH:14]=[CH:15][C:6]3[C:5]4[NH:4][N:3]=[C:2]([NH:1][C:33]([C@@H:31]5[CH2:30][O:29][C:28]([CH3:36])([CH3:27])[O:32]5)=[O:34])[C:11]=4[CH2:10][CH2:9][CH2:8][C:7]=3[CH:12]=2)[CH2:20]1)(=[O:25])[CH3:24], predict the reactants needed to synthesize it. The reactants are: [NH2:1][C:2]1[C:11]2[CH2:10][CH2:9][CH2:8][C:7]3[CH:12]=[C:13]([N:16]4[CH2:20][C@H:19]([CH2:21][NH:22][C:23](=[O:25])[CH3:24])[O:18][C:17]4=[O:26])[CH:14]=[CH:15][C:6]=3[C:5]=2[NH:4][N:3]=1.[CH3:27][C:28]1([CH3:36])[O:32][C@H:31]([C:33](O)=[O:34])[CH2:30][O:29]1.Cl.CN(C)CCCN=C=NCC. (4) The reactants are: Br[C:2]1[N:7]=[C:6]([C:8]([OH:10])=[O:9])[CH:5]=[CH:4][CH:3]=1.[Cl:11][C:12]1[CH:13]=[C:14](B(O)O)[CH:15]=[CH:16][CH:17]=1. Given the product [Cl:11][C:12]1[CH:17]=[C:16]([C:2]2[N:7]=[C:6]([C:8]([OH:10])=[O:9])[CH:5]=[CH:4][CH:3]=2)[CH:15]=[CH:14][CH:13]=1, predict the reactants needed to synthesize it.